The task is: Predict the reactants needed to synthesize the given product.. This data is from Full USPTO retrosynthesis dataset with 1.9M reactions from patents (1976-2016). (1) Given the product [F:1][C:2]1[C:3]2[C:16](=[C:15]([F:29])[C:14]3[C:5]([C:4]=2[F:36])=[C:6]([F:35])[C:7]2[C:12](=[CH:11][CH:10]=[CH:9][CH:8]=2)[C:13]=3[F:30])[C:17]([F:28])=[C:18]2[C:23]=1[CH:22]=[CH:21][CH:20]=[CH:19]2, predict the reactants needed to synthesize it. The reactants are: [F:1][C:2]1[C:3]2[C:16]([C:17]([F:28])=[C:18]3[C:23]=1[C:22](F)=[C:21](F)[C:20](F)=[C:19]3F)=[C:15]([F:29])[C:14]1[C:5](=[C:6]([F:35])[C:7]3[C:12]([C:13]=1[F:30])=[C:11](F)[C:10](F)=[C:9](F)[C:8]=3F)[C:4]=2[F:36].FC1C2C(F)(F)C3C(F)(F)C4C(F)(F)C5C(=C(F)C(F)=C(F)C=5F)C(F)(F)C=4C(F)(F)C=3C(F)(F)C=2C(F)=C(F)C=1F. (2) Given the product [CH2:19]([O:18][C:16]([NH:15][CH2:14][CH2:13][CH2:12][C@H:9]1[C:10](=[O:11])[N:6]([CH2:5][C:4]([OH:29])=[O:3])[C:7](=[O:28])[N:8]1[CH2:26][CH3:27])=[O:17])[C:20]1[CH:21]=[CH:22][CH:23]=[CH:24][CH:25]=1, predict the reactants needed to synthesize it. The reactants are: C([O:3][C:4](=[O:29])[CH2:5][N:6]1[C:10](=[O:11])[C@H:9]([CH2:12][CH2:13][CH2:14][NH:15][C:16]([O:18][CH2:19][C:20]2[CH:25]=[CH:24][CH:23]=[CH:22][CH:21]=2)=[O:17])[N:8]([CH2:26][CH3:27])[C:7]1=[O:28])C.[Li+].[OH-].O.C(O)(=O)CC(CC(O)=O)(C(O)=O)O. (3) Given the product [CH3:15][C:12]1[CH:13]=[CH:14][C:9]([NH:8][C:5]2[N:6]=[CH:7][CH:2]=[CH:3][N:4]=2)=[CH:10][C:11]=1[N+:16]([O-:18])=[O:17], predict the reactants needed to synthesize it. The reactants are: Br[C:2]1[CH:3]=[N:4][C:5]([NH:8][C:9]2[CH:14]=[CH:13][C:12]([CH3:15])=[C:11]([N+:16]([O-:18])=[O:17])[CH:10]=2)=[N:6][CH:7]=1.FC(F)OC1C=CC(B2OC(C)(C)C(C)(C)O2)=CC=1.C([O-])([O-])=O.[Na+].[Na+].